Dataset: Forward reaction prediction with 1.9M reactions from USPTO patents (1976-2016). Task: Predict the product of the given reaction. (1) Given the reactants [CH2:1]([O:8][C:9]1[CH:18]=[C:17]2[C:12]([CH:13]=[CH:14][CH:15]=[C:16]2I)=[CH:11][CH:10]=1)[C:2]1[CH:7]=[CH:6][CH:5]=[CH:4][CH:3]=1.C([Li])(C)(C)C.CCCCC.CN(C)CCN(C)C.CN(C)[CH:40]=[O:41], predict the reaction product. The product is: [CH2:1]([O:8][C:9]1[CH:18]=[C:17]2[C:12]([CH:13]=[CH:14][CH:15]=[C:16]2[CH:40]=[O:41])=[CH:11][CH:10]=1)[C:2]1[CH:7]=[CH:6][CH:5]=[CH:4][CH:3]=1. (2) Given the reactants [NH:1]1[C:9]2[C:4](=[CH:5][CH:6]=[C:7]([CH2:10][OH:11])[CH:8]=2)[CH:3]=[CH:2]1.C1CCN2C(=NCCC2)CC1.[Si:23](Cl)([C:26]([CH3:29])([CH3:28])[CH3:27])([CH3:25])[CH3:24].O, predict the reaction product. The product is: [Si:23]([O:11][CH2:10][C:7]1[CH:8]=[C:9]2[C:4]([CH:3]=[CH:2][NH:1]2)=[CH:5][CH:6]=1)([C:26]([CH3:29])([CH3:28])[CH3:27])([CH3:25])[CH3:24].